Dataset: TCR-epitope binding with 47,182 pairs between 192 epitopes and 23,139 TCRs. Task: Binary Classification. Given a T-cell receptor sequence (or CDR3 region) and an epitope sequence, predict whether binding occurs between them. (1) The epitope is LLQTGIHVRVSQPSL. The TCR CDR3 sequence is CASSLARTAYEQYF. Result: 0 (the TCR does not bind to the epitope). (2) The epitope is IVDTVSALV. The TCR CDR3 sequence is CASRHSGVNQPQHF. Result: 0 (the TCR does not bind to the epitope).